Dataset: Forward reaction prediction with 1.9M reactions from USPTO patents (1976-2016). Task: Predict the product of the given reaction. Given the reactants [C:1]([N:5]1[C:9](=[O:10])[C:8](Cl)=[C:7]([C:12]2[CH:17]=[CH:16][CH:15]=[CH:14][CH:13]=2)[S:6]1(=[O:19])=[O:18])([CH3:4])([CH3:3])[CH3:2].[N:20]1[CH:25]=[CH:24][CH:23]=[C:22]([N:26]2[CH2:31][CH2:30][CH:29]([NH2:32])[CH2:28][CH2:27]2)[N:21]=1, predict the reaction product. The product is: [C:1]([N:5]1[C:9](=[O:10])[C:8]([NH:32][CH:29]2[CH2:30][CH2:31][N:26]([C:22]3[N:21]=[N:20][CH:25]=[CH:24][CH:23]=3)[CH2:27][CH2:28]2)=[C:7]([C:12]2[CH:17]=[CH:16][CH:15]=[CH:14][CH:13]=2)[S:6]1(=[O:19])=[O:18])([CH3:4])([CH3:3])[CH3:2].